The task is: Predict which catalyst facilitates the given reaction.. This data is from Catalyst prediction with 721,799 reactions and 888 catalyst types from USPTO. (1) Reactant: [Cl:1][C:2]1[CH:3]=[C:4]([CH2:9][CH2:10][NH2:11])[CH:5]=[CH:6][C:7]=1[F:8].CCN(CC)CC.[F:19][C:20]([F:31])([F:30])[C:21](O[C:21](=[O:22])[C:20]([F:31])([F:30])[F:19])=[O:22]. Product: [Cl:1][C:2]1[CH:3]=[C:4]([CH2:9][CH2:10][NH:11][C:21](=[O:22])[C:20]([F:31])([F:30])[F:19])[CH:5]=[CH:6][C:7]=1[F:8]. The catalyst class is: 2. (2) The catalyst class is: 688. Reactant: [N:1]1([CH2:6][CH2:7][CH2:8][NH:9][C:10]([C:12]2[CH:21]=[CH:20][C:19]3[C:14](=[C:15](Br)[CH:16]=[N:17][CH:18]=3)[N:13]=2)=[O:11])[CH:5]=[CH:4][N:3]=[CH:2]1.[CH3:23][O:24][C:25]1[CH:26]=[C:27](B(O)O)[CH:28]=[CH:29][CH:30]=1.C(=O)([O-])[O-].[Cs+].[Cs+]. Product: [N:1]1([CH2:6][CH2:7][CH2:8][NH:9][C:10]([C:12]2[CH:21]=[CH:20][C:19]3[C:14](=[C:15]([C:29]4[CH:28]=[CH:27][CH:26]=[C:25]([O:24][CH3:23])[CH:30]=4)[CH:16]=[N:17][CH:18]=3)[N:13]=2)=[O:11])[CH:5]=[CH:4][N:3]=[CH:2]1. (3) Product: [CH3:1][C:2]1[CH:3]=[CH:4][C:5]([S:8]([O:11][CH2:12][CH:13]2[CH2:17][C:16]3[CH:18]=[CH:19][CH:20]=[C:21]([C:33]4[CH:32]=[C:31]([Cl:30])[CH:36]=[C:35]([Cl:37])[CH:34]=4)[C:15]=3[O:14]2)(=[O:9])=[O:10])=[CH:6][CH:7]=1. The catalyst class is: 73. Reactant: [CH3:1][C:2]1[CH:7]=[CH:6][C:5]([S:8]([O:11][CH2:12][CH:13]2[CH2:17][C:16]3[CH:18]=[CH:19][CH:20]=[C:21](OS(C(F)(F)F)(=O)=O)[C:15]=3[O:14]2)(=[O:10])=[O:9])=[CH:4][CH:3]=1.[Cl:30][C:31]1[CH:32]=[C:33](B(O)O)[CH:34]=[C:35]([Cl:37])[CH:36]=1.P([O-])([O-])([O-])=O.[K+].[K+].[K+]. (4) Reactant: [Cl:1][C:2]1[CH:7]=[C:6](/[CH:8]=[CH:9]/[CH:10]([C:15]2[CH:20]=[C:19]([Cl:21])[C:18]([Cl:22])=[C:17]([Cl:23])[CH:16]=2)[C:11]([F:14])([F:13])[F:12])[CH:5]=[CH:4][C:3]=1[CH2:24][NH2:25].CCN(CC)CC.[CH3:33][N:34]([CH3:38])[C:35](Cl)=[O:36]. Product: [Cl:1][C:2]1[CH:7]=[C:6](/[CH:8]=[CH:9]/[CH:10]([C:15]2[CH:20]=[C:19]([Cl:21])[C:18]([Cl:22])=[C:17]([Cl:23])[CH:16]=2)[C:11]([F:14])([F:13])[F:12])[CH:5]=[CH:4][C:3]=1[CH2:24][NH:25][C:35](=[O:36])[N:34]([CH3:38])[CH3:33]. The catalyst class is: 2. (5) Reactant: [OH:1][C:2]1[CH:7]=[CH:6][C:5]([C:8]2[CH:13]=[CH:12][C:11]([C:14]#[N:15])=[CH:10][CH:9]=2)=[CH:4][CH:3]=1.[Br:16][CH2:17][CH2:18][CH2:19][CH2:20][CH2:21][CH2:22]Br. Product: [Br:16][CH2:17][CH2:18][CH2:19][CH2:20][CH2:21][CH2:22][O:1][C:2]1[CH:3]=[CH:4][C:5]([C:8]2[CH:13]=[CH:12][C:11]([C:14]#[N:15])=[CH:10][CH:9]=2)=[CH:6][CH:7]=1. The catalyst class is: 21. (6) Reactant: [CH3:1][O:2][C:3]([C:5]1[C:9]([CH:10]=[O:11])=[N:8][N:7]([CH3:12])[N:6]=1)=[O:4].[BH4-].[Na+]. Product: [CH3:1][O:2][C:3]([C:5]1[C:9]([CH2:10][OH:11])=[N:8][N:7]([CH3:12])[N:6]=1)=[O:4]. The catalyst class is: 5. (7) Reactant: [CH:1]1([C:4]2[NH:8][N:7]=[C:6]([NH:9][C:10]3[C:17]([F:18])=[C:16](I)[C:13]([C:14]#[N:15])=[C:12]([NH:20][C@H:21]([C:23]4[CH:28]=[CH:27][C:26]([F:29])=[CH:25][CH:24]=4)[CH3:22])[N:11]=3)[CH:5]=2)[CH2:3][CH2:2]1.CC[N:32](C(C)C)[CH:33]([CH3:35])[CH3:34].C(N)(C)C.C(Cl)Cl. Product: [CH:1]1([C:4]2[NH:8][N:7]=[C:6]([NH:9][C:10]3[C:17]([F:18])=[C:16]([NH:32][CH:33]([CH3:35])[CH3:34])[C:13]([C:14]#[N:15])=[C:12]([NH:20][C@H:21]([C:23]4[CH:28]=[CH:27][C:26]([F:29])=[CH:25][CH:24]=4)[CH3:22])[N:11]=3)[CH:5]=2)[CH2:3][CH2:2]1. The catalyst class is: 114. (8) Reactant: [CH3:1][C:2]1[C:10]2[C:9]([CH2:11][N:12]3[C:16]4[CH:17]=[CH:18][CH:19]=[CH:20][C:15]=4[N:14]([CH:21]([CH2:26][CH2:27][CH3:28])[CH2:22][C:23]([OH:25])=O)[C:13]3=[O:29])=[CH:8][S:7][C:6]=2[CH:5]=[CH:4][CH:3]=1.C(N1C=CN=C1)(N1C=CN=C1)=O.[C:42]1([S:48]([NH2:51])(=[O:50])=[O:49])[CH:47]=[CH:46][CH:45]=[CH:44][CH:43]=1.N12CCCN=C1CCCCC2.Cl. Product: [CH3:1][C:2]1[C:10]2[C:9]([CH2:11][N:12]3[C:16]4[CH:17]=[CH:18][CH:19]=[CH:20][C:15]=4[N:14]([CH:21]([CH2:26][CH2:27][CH3:28])[CH2:22][C:23]([NH:51][S:48]([C:42]4[CH:47]=[CH:46][CH:45]=[CH:44][CH:43]=4)(=[O:50])=[O:49])=[O:25])[C:13]3=[O:29])=[CH:8][S:7][C:6]=2[CH:5]=[CH:4][CH:3]=1. The catalyst class is: 20. (9) Reactant: [Si]([O:8][CH2:9][C@@H:10]([N:15]1[C:24]2[C:19](=[CH:20][C:21](I)=[C:22]([F:25])[CH:23]=2)[C:18](=[O:27])[C:17]([C:28]([O:30]CC)=[O:29])=[CH:16]1)[C:11]([CH3:14])([CH3:13])[CH3:12])(C(C)(C)C)(C)C.[F:33][C:34]1[CH:39]=[CH:38][C:37]([CH2:40][NH2:41])=[CH:36][CH:35]=1.C1C=CC(P(C2C(C3C(P(C4C=CC=CC=4)C4C=CC=CC=4)=CC=C4C=3C=CC=C4)=C3C(C=CC=C3)=CC=2)C2C=CC=CC=2)=CC=1.C([O-])([O-])=O.[Cs+].[Cs+]. Product: [F:25][C:22]1[CH:23]=[C:24]2[C:19]([C:18](=[O:27])[C:17]([C:28]([OH:30])=[O:29])=[CH:16][N:15]2[C@@H:10]([C:11]([CH3:12])([CH3:14])[CH3:13])[CH2:9][OH:8])=[CH:20][C:21]=1[NH:41][CH2:40][C:37]1[CH:38]=[CH:39][C:34]([F:33])=[CH:35][CH:36]=1. The catalyst class is: 222.